Dataset: Forward reaction prediction with 1.9M reactions from USPTO patents (1976-2016). Task: Predict the product of the given reaction. (1) Given the reactants C([Li])CCC.[C:6]1([S:12]([OH:15])(=[O:14])=[O:13])[CH:11]=[CH:10][CH:9]=[CH:8][CH:7]=1.Cl[P:17]([CH:28]1[CH:33]([CH:34]([CH3:36])[CH3:35])[CH2:32][CH2:31][CH:30]([CH3:37])[CH2:29]1)[CH:18]1[CH:23]([CH:24]([CH3:26])[CH3:25])[CH2:22][CH2:21][CH:20]([CH3:27])[CH2:19]1.FC(F)(F)C(O)=O, predict the reaction product. The product is: [CH:30]1([CH3:37])[CH2:31][CH2:32][CH:33]([CH:34]([CH3:36])[CH3:35])[CH:28]([P:17]([CH:18]2[CH:23]([CH:24]([CH3:26])[CH3:25])[CH2:22][CH2:21][CH:20]([CH3:27])[CH2:19]2)[C:7]2[CH:8]=[CH:9][CH:10]=[CH:11][C:6]=2[S:12]([OH:15])(=[O:14])=[O:13])[CH2:29]1. (2) The product is: [CH2:37]([O:39][C:29]([C:26]1[CH:27]=[C:28]2[C:23](=[CH:24][CH:25]=1)[NH:22][N:21]=[C:20]2[C:15]1[CH:14]=[CH:13][C:12]2[C:17](=[CH:18][CH:19]=[C:10]([O:9][CH2:8][CH:3]3[CH2:4][CH2:5][C:6](=[O:7])[N:2]3[CH3:1])[CH:11]=2)[CH:16]=1)=[NH:30])[CH3:38]. Given the reactants [CH3:1][N:2]1[C:6](=[O:7])[CH2:5][CH2:4][CH:3]1[CH2:8][O:9][C:10]1[CH:11]=[C:12]2[C:17](=[CH:18][CH:19]=1)[CH:16]=[C:15]([C:20]1[C:28]3[C:23](=[CH:24][CH:25]=[C:26]([C:29]#[N:30])[CH:27]=3)[N:22](C3CCCCO3)[N:21]=1)[CH:14]=[CH:13]2.[CH2:37]([OH:39])[CH3:38], predict the reaction product. (3) Given the reactants [O:1]1[CH2:6][CH2:5][N:4]([CH2:7][CH2:8][CH2:9][O:10][C:11]2[CH:12]=[C:13]([NH2:17])[CH:14]=[CH:15][CH:16]=2)[CH2:3][CH2:2]1.C(N(CC)CC)C.[C:25]12([C:35](Cl)=[O:36])[CH2:34][CH:29]3[CH2:30][CH:31]([CH2:33][CH:27]([CH2:28]3)[CH2:26]1)[CH2:32]2, predict the reaction product. The product is: [N:4]1([CH2:7][CH2:8][CH2:9][O:10][C:11]2[CH:12]=[C:13]([NH:17][C:35]([C:25]34[CH2:34][CH:29]5[CH2:28][CH:27]([CH2:33][CH:31]([CH2:30]5)[CH2:32]3)[CH2:26]4)=[O:36])[CH:14]=[CH:15][CH:16]=2)[CH2:3][CH2:2][O:1][CH2:6][CH2:5]1. (4) Given the reactants [C:1]([C:5]1[O:9][C:8]([CH3:10])=[C:7]([C:11]([O:13][CH3:14])=[O:12])[CH:6]=1)([CH3:4])([CH3:3])[CH3:2].[Br:15]N1C(=O)CCC1=O, predict the reaction product. The product is: [C:1]([C:5]1[O:9][C:8]([CH2:10][Br:15])=[C:7]([C:11]([O:13][CH3:14])=[O:12])[CH:6]=1)([CH3:4])([CH3:2])[CH3:3]. (5) Given the reactants [O:1]1[CH2:6][C:5](=[O:7])[NH:4][C:3]2[N:8]=[CH:9][CH:10]=[CH:11][C:2]1=2.[Br:12]Br, predict the reaction product. The product is: [Br:12][N:8]1[CH:3]2[C:2]([O:1][CH2:6][C:5](=[O:7])[NH:4]2)=[CH:11][CH:10]=[CH:9]1.